This data is from Reaction yield outcomes from USPTO patents with 853,638 reactions. The task is: Predict the reaction yield, written as a fraction of the theoretical maximum amount of product (1.0 means a 100% yield; for example, 0.34 means a 34% yield). (1) The reactants are Br[CH2:2][C:3]([C:5]1[CH:10]=[CH:9][C:8]([Br:11])=[CH:7][CH:6]=1)=O.[CH3:12][C:13]([C:16]([NH2:18])=[NH:17])([CH3:15])[CH3:14].Cl.C([O-])([O-])=O.[K+].[K+]. The catalyst is CN(C)C=O. The product is [Br:11][C:8]1[CH:9]=[CH:10][C:5]([C:3]2[N:17]=[C:16]([C:13]([CH3:15])([CH3:14])[CH3:12])[NH:18][CH:2]=2)=[CH:6][CH:7]=1. The yield is 0.810. (2) The reactants are [C:1]1([C:16]2[CH:21]=[CH:20][CH:19]=[CH:18][CH:17]=2)[CH:6]=[CH:5][C:4]([C@H:7]2[C@H:12](C(O)=O)[CH2:11][CH2:10][O:9][CH2:8]2)=[CH:3][CH:2]=1.CC[N:24](C(C)C)C(C)C.C1C=CC(P(N=[N+]=[N-])(C2C=CC=CC=2)=O)=CC=1.[OH-].[Na+]. The catalyst is C1COCC1.C1(C)C=CC=CC=1. The product is [C:1]1([C:16]2[CH:21]=[CH:20][CH:19]=[CH:18][CH:17]=2)[CH:6]=[CH:5][C:4]([C@H:7]2[C@H:12]([NH2:24])[CH2:11][CH2:10][O:9][CH2:8]2)=[CH:3][CH:2]=1. The yield is 0.750. (3) The reactants are [CH3:1][O:2][C:3]1[CH:8]=[CH:7][C:6]([N:9]2[C:13]([C:14]3[CH:19]=[CH:18][C:17]([O:20][CH3:21])=[CH:16][CH:15]=3)=[N:12][C:11]([S:22]([CH3:24])=[O:23])=[N:10]2)=[CH:5][CH:4]=1.ClC1C=CC=C(C(OO)=[O:33])C=1.C(=O)(O)[O-].[Na+]. The catalyst is ClCCl. The product is [CH3:1][O:2][C:3]1[CH:4]=[CH:5][C:6]([N:9]2[C:13]([C:14]3[CH:19]=[CH:18][C:17]([O:20][CH3:21])=[CH:16][CH:15]=3)=[N:12][C:11]([S:22]([CH3:24])(=[O:33])=[O:23])=[N:10]2)=[CH:7][CH:8]=1. The yield is 0.817.